From a dataset of Full USPTO retrosynthesis dataset with 1.9M reactions from patents (1976-2016). Predict the reactants needed to synthesize the given product. (1) Given the product [Cl:19][C:20]1[S:21][C:22]([Cl:29])=[CH:23][C:24]=1[S:25]([NH:18][C:5]1[CH:4]=[CH:3][C:2]([F:1])=[C:7]([F:8])[C:6]=1[NH:9][C:10]1[CH:15]=[CH:14][C:13]([I:16])=[CH:12][C:11]=1[F:17])(=[O:27])=[O:26], predict the reactants needed to synthesize it. The reactants are: [F:1][C:2]1[C:7]([F:8])=[C:6]([NH:9][C:10]2[CH:15]=[CH:14][C:13]([I:16])=[CH:12][C:11]=2[F:17])[C:5]([NH2:18])=[CH:4][CH:3]=1.[Cl:19][C:20]1[S:21][C:22]([Cl:29])=[CH:23][C:24]=1[S:25](Cl)(=[O:27])=[O:26]. (2) Given the product [CH2:19]([C:16]1[CH:17]=[CH:18][C:13]([CH:11]2[CH2:12][CH:7]([C:5]3[O:4][N:3]=[C:2]([N:30]4[CH2:34][CH2:33][C@@H:32]([OH:35])[CH2:31]4)[N:6]=3)[CH2:8][N:9]([C:21]([N:23]3[CH2:28][CH2:27][CH:26]([OH:29])[CH2:25][CH2:24]3)=[O:22])[CH2:10]2)=[CH:14][CH:15]=1)[CH3:20], predict the reactants needed to synthesize it. The reactants are: Cl[C:2]1[N:6]=[C:5]([CH:7]2[CH2:12][CH:11]([C:13]3[CH:18]=[CH:17][C:16]([CH2:19][CH3:20])=[CH:15][CH:14]=3)[CH2:10][N:9]([C:21]([N:23]3[CH2:28][CH2:27][CH:26]([OH:29])[CH2:25][CH2:24]3)=[O:22])[CH2:8]2)[O:4][N:3]=1.[NH:30]1[CH2:34][CH2:33][C@@H:32]([OH:35])[CH2:31]1. (3) Given the product [C:43]([N:12]1[CH2:13][CH:9]([OH:8])[CH:10]([NH:14][C:15]([CH:17]([NH:29][C:30]([N:32]2[CH2:33][CH2:34][O:35][CH2:36][CH2:37]2)=[O:31])[CH2:18][S:19]([CH2:22][C:23]2[CH:24]=[CH:25][CH:26]=[CH:27][CH:28]=2)(=[O:21])=[O:20])=[O:16])[CH2:11]1)(=[O:50])[C:44]1[CH:49]=[CH:48][CH:47]=[CH:46][CH:45]=1, predict the reactants needed to synthesize it. The reactants are: OC(C(F)(F)F)=O.[OH:8][CH:9]1[CH2:13][NH:12][CH2:11][CH:10]1[NH:14][C:15]([CH:17]([NH:29][C:30]([N:32]1[CH2:37][CH2:36][O:35][CH2:34][CH2:33]1)=[O:31])[CH2:18][S:19]([CH2:22][C:23]1[CH:28]=[CH:27][CH:26]=[CH:25][CH:24]=1)(=[O:21])=[O:20])=[O:16].C([O-])(O)=O.[Na+].[C:43](Cl)(=[O:50])[C:44]1[CH:49]=[CH:48][CH:47]=[CH:46][CH:45]=1. (4) Given the product [Br:1][C:2]1[CH:7]=[CH:6][C:5]([O:8][CH:9]2[CH2:12][CH2:11][CH2:10]2)=[CH:4][CH:3]=1, predict the reactants needed to synthesize it. The reactants are: [Br:1][C:2]1[CH:7]=[CH:6][C:5]([OH:8])=[CH:4][CH:3]=1.[CH:9]1(Br)[CH2:12][CH2:11][CH2:10]1.C([O-])([O-])=O.[K+].[K+]. (5) Given the product [I:1][C:2]1[CH:11]=[C:10]2[C:5]([CH:6]=[CH:7][C:8]([CH3:12])=[N+:9]2[O-:21])=[CH:4][CH:3]=1, predict the reactants needed to synthesize it. The reactants are: [I:1][C:2]1[CH:11]=[C:10]2[C:5]([CH:6]=[CH:7][C:8]([CH3:12])=[N:9]2)=[CH:4][CH:3]=1.ClC1C=CC=C(C(OO)=[O:21])C=1. (6) Given the product [Cl:10][C:9]1[CH:8]=[CH:7][CH:6]=[C:3]([C:4]2[NH:13][N:12]=[N:11][N:5]=2)[C:2]=1[NH2:1], predict the reactants needed to synthesize it. The reactants are: [NH2:1][C:2]1[C:9]([Cl:10])=[CH:8][CH:7]=[CH:6][C:3]=1[C:4]#[N:5].[N-:11]=[N+:12]=[N-:13].[Na+].Cl.C(N(CC)CC)C. (7) Given the product [O:42]=[C:25]1[CH2:24][C@@H:32]([C:33]([O:37][CH3:38])=[O:44])[C@H:16]([C:15]([O:14][CH3:13])=[O:1])[CH2:17]1, predict the reactants needed to synthesize it. The reactants are: [O:1]=C1CC(C(O)=O)C(C(O)=O)C1.[CH3:13][O:14][C:15]1[CH:16]=[C:17]2[C@@:25]34[C@@H]5C[C@H]6C(CN5CC3)=C[CH2:38][O:37][C@H:33]3CC(=O)N([C@H:24]4[C@@H:32]63)C2=CC=1OC.[OH-:42].[NH4+].[OH2:44]. (8) The reactants are: C([N:4]([S:34]([CH2:37][C:38]1[CH:43]=[CH:42][CH:41]=[CH:40][CH:39]=1)(=[O:36])=[O:35])[C:5]([CH:7]1[CH2:12][CH2:11][N:10]([C:13]2[C:23]([C:24]#[N:25])=[CH:22][C:16]([C:17]([O:19][CH2:20][CH3:21])=[O:18])=[C:15]([O:26]S(C(F)(F)F)(=O)=O)[N:14]=2)[CH2:9][CH2:8]1)=[O:6])C=C.CC1(C)C2C(=C(P(C3C=CC=CC=3)C3C=CC=CC=3)C=CC=2)OC2C(P(C3C=CC=CC=3)C3C=CC=CC=3)=CC=CC1=2.O[CH2:87][CH2:88][NH:89][C:90](=[O:92])[CH3:91].CCN(C(C)C)C(C)C.C([O-])(O)=O.[Na+]. Given the product [C:90]([NH:89][CH2:88][CH2:87][O:26][C:15]1[N:14]=[C:13]([N:10]2[CH2:11][CH2:12][CH:7]([C:5](=[O:6])[NH:4][S:34]([CH2:37][C:38]3[CH:43]=[CH:42][CH:41]=[CH:40][CH:39]=3)(=[O:35])=[O:36])[CH2:8][CH2:9]2)[C:23]([C:24]#[N:25])=[CH:22][C:16]=1[C:17]([O:19][CH2:20][CH3:21])=[O:18])(=[O:92])[CH3:91], predict the reactants needed to synthesize it. (9) Given the product [C:11]([O:14][C@@H:15]1[C@H:21]2[C@H:22]3[C@H:31]([CH2:32][CH2:33][C@:18]2([CH2:19][CH3:20])[C:17](=[O:35])[CH2:16]1)[C@@H:30]1[C:25]([CH:26]=[C:27]([O:34][CH2:3][CH3:4])[CH2:28][CH2:29]1)=[CH:24][CH2:23]3)(=[O:13])[CH3:12], predict the reactants needed to synthesize it. The reactants are: C(OCC)(OCC)O[CH2:3][CH3:4].[C:11]([O:14][C@@H:15]1[C@H:21]2[C@H:22]3[C@H:31]([CH2:32][CH2:33][C@:18]2([CH2:19][CH3:20])[C:17](=[O:35])[CH2:16]1)[C@@H:30]1[C:25](=[CH:26][C:27](=[O:34])[CH2:28][CH2:29]1)[CH2:24][CH2:23]3)(=[O:13])[CH3:12]. (10) Given the product [Cl:32][C:28]1[CH:27]=[C:26]([S:23]([C:16]2[C:17]3[C:18](=[N:19][CH:20]=[CH:21][CH:22]=3)[N:14]([CH2:13][CH:9]3[CH2:10][CH2:11][CH2:12][NH:8]3)[CH:15]=2)(=[O:25])=[O:24])[CH:31]=[CH:30][CH:29]=1, predict the reactants needed to synthesize it. The reactants are: C([N:8]1[CH2:12][CH2:11][CH2:10][CH:9]1[CH2:13][N:14]1[C:18]2=[N:19][CH:20]=[CH:21][CH:22]=[C:17]2[C:16]([S:23]([C:26]2[CH:31]=[CH:30][CH:29]=[C:28]([Cl:32])[CH:27]=2)(=[O:25])=[O:24])=[CH:15]1)C1C=CC=CC=1.ClC(OC(Cl)=O)C.